Dataset: Choline transporter screen with 302,306 compounds. Task: Binary Classification. Given a drug SMILES string, predict its activity (active/inactive) in a high-throughput screening assay against a specified biological target. The compound is O=C(c1n(c2c(c1C)cccc2)C)CCC. The result is 0 (inactive).